Dataset: Catalyst prediction with 721,799 reactions and 888 catalyst types from USPTO. Task: Predict which catalyst facilitates the given reaction. (1) Reactant: [OH-:1].[Na+].[CH:3]1([C@H:7]([NH:9][C:10]2[N:18]=C(C#N)[N:16]=[C:15]3[C:11]=2[N:12]([CH2:35][C:36]2[CH:41]=[CH:40][C:39]([C:42]([F:45])([F:44])[F:43])=[CH:38][CH:37]=2)[C:13]([C:21]2[CH:26]=[C:25]([N:27]([CH3:29])[CH3:28])[CH:24]=[CH:23][C:22]=2[O:30][C:31]([F:34])([F:33])[F:32])=[N:14]3)[CH3:8])[CH2:6][CH2:5][CH2:4]1.[CH2:46]([OH:48])[CH3:47]. Product: [CH:3]1([C@H:7]([NH:9][C:10]2[N:18]=[C:47]([C:46]([OH:1])=[O:48])[N:16]=[C:15]3[C:11]=2[N:12]([CH2:35][C:36]2[CH:41]=[CH:40][C:39]([C:42]([F:45])([F:44])[F:43])=[CH:38][CH:37]=2)[C:13]([C:21]2[CH:26]=[C:25]([N:27]([CH3:29])[CH3:28])[CH:24]=[CH:23][C:22]=2[O:30][C:31]([F:34])([F:33])[F:32])=[N:14]3)[CH3:8])[CH2:6][CH2:5][CH2:4]1. The catalyst class is: 6. (2) Reactant: Cl[C:2]1[CH:3]=[CH:4][C:5]2[N:6]([C:8]([CH3:11])=[N:9][N:10]=2)[N:7]=1.[C:12]1([CH:18]2[CH2:22][CH2:21][CH2:20][NH:19]2)[CH:17]=[CH:16][CH:15]=[CH:14][CH:13]=1.C([O-])([O-])=O.[K+].[K+]. Product: [CH3:11][C:8]1[N:6]2[N:7]=[C:2]([N:19]3[CH2:20][CH2:21][CH2:22][CH:18]3[C:12]3[CH:17]=[CH:16][CH:15]=[CH:14][CH:13]=3)[CH:3]=[CH:4][C:5]2=[N:10][N:9]=1. The catalyst class is: 47.